This data is from Ames mutagenicity test results for genotoxicity prediction. The task is: Regression/Classification. Given a drug SMILES string, predict its toxicity properties. Task type varies by dataset: regression for continuous values (e.g., LD50, hERG inhibition percentage) or binary classification for toxic/non-toxic outcomes (e.g., AMES mutagenicity, cardiotoxicity, hepatotoxicity). Dataset: ames. (1) The result is 1 (mutagenic). The molecule is O=NN(c1ccc([N+](=O)[O-])cc1)[C@@H]1OC[C@H](O)[C@@H](O)[C@H]1O. (2) The drug is CCCC(CCC)C(=O)O. The result is 0 (non-mutagenic). (3) The drug is CC(=O)OCc1cocc2c(C=O)ccc1-2. The result is 1 (mutagenic). (4) The drug is Cc1cc(-c2cc(C)c(N)c(C)c2)cc(C)c1N. The result is 0 (non-mutagenic).